From a dataset of Reaction yield outcomes from USPTO patents with 853,638 reactions. Predict the reaction yield, written as a fraction of the theoretical maximum amount of product (1.0 means a 100% yield; for example, 0.34 means a 34% yield). (1) The reactants are [Cl:1][C:2]1[CH:7]=[CH:6][CH:5]=[C:4]([Cl:8])[C:3]=1[C:9]1[C:10]([OH:15])=[CH:11][CH:12]=[CH:13][CH:14]=1.C(=O)([O-])[O-].[K+].[K+].[CH2:22](Br)[CH:23]=[CH2:24].O. The catalyst is CC(C)=O. The product is [CH2:24]([O:15][C:10]1[CH:11]=[CH:12][CH:13]=[CH:14][C:9]=1[C:3]1[C:2]([Cl:1])=[CH:7][CH:6]=[CH:5][C:4]=1[Cl:8])[CH:23]=[CH2:22]. The yield is 0.930. (2) The reactants are [C:1]([O:5][C:6]([N:8]1[CH:17]([CH:18]([OH:36])[CH:19]([O:21][C:22](=[O:35])[CH:23]([NH:27][C:28]([O:30][C:31]([CH3:34])([CH3:33])[CH3:32])=[O:29])[CH:24]([CH3:26])[CH3:25])[CH3:20])[CH2:16][NH:15][C:14]2[NH:13][C:12]([N:37]=CN(C)C)=[N:11][C:10](=[O:42])[C:9]1=2)=[O:7])([CH3:4])([CH3:3])[CH3:2].Cl.C(=O)(O)[O-].[Na+]. The catalyst is C(#N)C.C(Cl)Cl. The product is [C:1]([O:5][C:6]([N:8]1[CH:17]([CH:18]([OH:36])[CH:19]([O:21][C:22](=[O:35])[CH:23]([NH:27][C:28]([O:30][C:31]([CH3:34])([CH3:33])[CH3:32])=[O:29])[CH:24]([CH3:26])[CH3:25])[CH3:20])[CH2:16][NH:15][C:14]2[NH:13][C:12]([NH2:37])=[N:11][C:10](=[O:42])[C:9]1=2)=[O:7])([CH3:4])([CH3:2])[CH3:3]. The yield is 0.630. (3) The reactants are II.Br[C:4]1[CH:9]=[C:8]([CH3:10])[CH:7]=[C:6]([F:11])[CH:5]=1.CON(C)[C:15]([C@@H:17]1[CH2:22][CH2:21][CH2:20][N:19]([C:23]([O:25][C:26]([CH3:29])([CH3:28])[CH3:27])=[O:24])[CH2:18]1)=[O:16]. The catalyst is C1COCC1. The product is [F:11][C:6]1[CH:5]=[C:4]([CH:9]=[C:8]([CH3:10])[CH:7]=1)[C:15]([C@@H:17]1[CH2:22][CH2:21][CH2:20][N:19]([C:23]([O:25][C:26]([CH3:29])([CH3:28])[CH3:27])=[O:24])[CH2:18]1)=[O:16]. The yield is 0.990. (4) The product is [ClH:9].[Cl:24][C:21]1[CH:22]=[CH:23][C:18]([NH:17][C:15](=[O:16])[C:14]2[CH:25]=[C:26]([O:29][CH3:30])[CH:27]=[CH:28][C:13]=2[NH:12][C:7](=[O:8])[C:6]2[CH:10]=[CH:11][C:3]([C:1]#[N:2])=[CH:4][CH:5]=2)=[N:19][CH:20]=1. The yield is 0.748. The catalyst is C1COCC1. The reactants are [C:1]([C:3]1[CH:11]=[CH:10][C:6]([C:7]([Cl:9])=[O:8])=[CH:5][CH:4]=1)#[N:2].[NH2:12][C:13]1[CH:28]=[CH:27][C:26]([O:29][CH3:30])=[CH:25][C:14]=1[C:15]([NH:17][C:18]1[CH:23]=[CH:22][C:21]([Cl:24])=[CH:20][N:19]=1)=[O:16].N1C=CC=CC=1. (5) The reactants are [H-].[Na+].[C:3]([O:6][C@H:7]([CH3:24])[CH2:8][CH2:9][CH2:10][CH2:11][N:12]1[C:21](=[O:22])[C:20]2[NH:19][N:18]=[N:17][C:16]=2[N:15]([CH3:23])[C:13]1=[O:14])(=[O:5])[CH3:4].[CH3:25]I. The catalyst is CS(C)=O. The product is [C:3]([O:6][C@H:7]([CH3:24])[CH2:8][CH2:9][CH2:10][CH2:11][N:12]1[C:21](=[O:22])[C:20]2[N:19]([CH3:25])[N:18]=[N:17][C:16]=2[N:15]([CH3:23])[C:13]1=[O:14])(=[O:5])[CH3:4]. The yield is 0.310. (6) The reactants are [O:1]=[C:2]1[CH2:7][CH2:6][CH:5]([C:8]([O:10][CH3:11])=[O:9])[C:4]([CH:12]([CH3:14])[CH3:13])=[CH:3]1.[H][H]. The catalyst is CO.[Pd]. The product is [O:1]=[C:2]1[CH2:7][CH2:6][C@@H:5]([C:8]([O:10][CH3:11])=[O:9])[C@@H:4]([CH:12]([CH3:14])[CH3:13])[CH2:3]1. The yield is 0.510. (7) The reactants are O1CCCC1.[NH2:6][C:7]1[C:12]([C:13]2[O:17][N:16]=[C:15]([CH2:18][C:19]3[CH:24]=[CH:23][C:22]([OH:25])=[CH:21][CH:20]=3)[CH:14]=2)=[CH:11][CH:10]=[C:9]([NH2:26])[N:8]=1.[OH-].[Na+].[Cl:29][C:30]1[CH:35]=[CH:34][CH:33]=[C:32]([CH2:36]Cl)[N:31]=1. The catalyst is CN(C)C=O. The product is [Cl:29][C:30]1[N:31]=[C:32]([CH2:36][O:25][C:22]2[CH:23]=[CH:24][C:19]([CH2:18][C:15]3[CH:14]=[C:13]([C:12]4[C:7]([NH2:6])=[N:8][C:9]([NH2:26])=[CH:10][CH:11]=4)[O:17][N:16]=3)=[CH:20][CH:21]=2)[CH:33]=[CH:34][CH:35]=1. The yield is 0.370. (8) The product is [CH3:1][C:2]([CH3:29])([CH3:28])[C:3]([O:5][C:6]1[CH:15]=[C:14]2[C:9]([C:10]([CH2:17][C:18](=[O:27])[NH:19][CH2:20][CH2:21][CH2:22][CH2:23][CH2:24][CH2:25][O:26][P:41]([N:40]([CH:48]([CH3:50])[CH3:49])[CH:37]([CH3:38])[CH3:39])[O:42][CH2:43][CH2:44][C:45]#[N:46])=[CH:11][C:12](=[O:16])[O:13]2)=[CH:8][CH:7]=1)=[O:4]. The catalyst is C(Cl)Cl. The reactants are [CH3:1][C:2]([CH3:29])([CH3:28])[C:3]([O:5][C:6]1[CH:15]=[C:14]2[C:9]([C:10]([CH2:17][C:18](=[O:27])[NH:19][CH2:20][CH2:21][CH2:22][CH2:23][CH2:24][CH2:25][OH:26])=[CH:11][C:12](=[O:16])[O:13]2)=[CH:8][CH:7]=1)=[O:4].C(N(CC)CC)C.[CH:37]([N:40]([CH:48]([CH3:50])[CH3:49])[P:41](Cl)[O:42][CH2:43][CH2:44][C:45]#[N:46])([CH3:39])[CH3:38].CO. The yield is 0.650. (9) The reactants are [N:1]12[CH2:8][CH2:7][C:4]([C:9]([C:17]3[CH:22]=[CH:21][CH:20]=[CH:19][CH:18]=3)([C:11]3[CH:16]=[CH:15][CH:14]=[CH:13][CH:12]=3)[OH:10])([CH2:5][CH2:6]1)[CH2:3][CH2:2]2.[Br:23][CH2:24][CH2:25][O:26][CH2:27][C:28]1[CH:37]=[CH:36][C:35]2[C:30](=[CH:31][CH:32]=[CH:33][CH:34]=2)[CH:29]=1. The catalyst is CC#N.C(Cl)(Cl)Cl. The product is [Br-:23].[OH:10][C:9]([C:17]1[CH:22]=[CH:21][CH:20]=[CH:19][CH:18]=1)([C:11]1[CH:12]=[CH:13][CH:14]=[CH:15][CH:16]=1)[C:4]12[CH2:5][CH2:6][N+:1]([CH2:24][CH2:25][O:26][CH2:27][C:28]3[CH:37]=[CH:36][C:35]4[C:30](=[CH:31][CH:32]=[CH:33][CH:34]=4)[CH:29]=3)([CH2:2][CH2:3]1)[CH2:8][CH2:7]2. The yield is 0.840. (10) The reactants are [F:1][C:2]1[CH:21]=[CH:20][C:5]([CH2:6][CH2:7][C:8]2[CH:17]=[CH:16][C:15]([CH2:18][Br:19])=[CH:14][C:9]=2[C:10]([O:12][CH3:13])=[O:11])=[CH:4][CH:3]=1.[C:22]1([P:28]([C:35]2[CH:40]=[CH:39][CH:38]=[CH:37][CH:36]=2)[C:29]2[CH:34]=[CH:33][CH:32]=[CH:31][CH:30]=2)[CH:27]=[CH:26][CH:25]=[CH:24][CH:23]=1. The catalyst is C1(C)C=CC=CC=1. The product is [Br-:19].[CH3:13][O:12][C:10]([C:9]1[CH:14]=[C:15]([CH:16]=[CH:17][C:8]=1[CH2:7][CH2:6][C:5]1[CH:20]=[CH:21][C:2]([F:1])=[CH:3][CH:4]=1)[CH2:18][P+:28]([C:29]1[CH:30]=[CH:31][CH:32]=[CH:33][CH:34]=1)([C:35]1[CH:40]=[CH:39][CH:38]=[CH:37][CH:36]=1)[C:22]1[CH:23]=[CH:24][CH:25]=[CH:26][CH:27]=1)=[O:11]. The yield is 0.960.